This data is from Reaction yield outcomes from USPTO patents with 853,638 reactions. The task is: Predict the reaction yield, written as a fraction of the theoretical maximum amount of product (1.0 means a 100% yield; for example, 0.34 means a 34% yield). (1) The reactants are [NH2:1][C:2]1[C:10]2[C:5](=[CH:6][CH:7]=[CH:8][C:9]=2[F:11])[C:4]([C:19]2[CH:20]=[C:21]([CH3:29])[C:22]([O:27][CH3:28])=[C:23]([CH:26]=2)[C:24]#[N:25])([C:12]2[CH:17]=[CH:16][CH:15]=[C:14](Br)[CH:13]=2)[N:3]=1.[N:30]1[CH:35]=[C:34](B(O)O)[CH:33]=[N:32][CH:31]=1. No catalyst specified. The product is [NH2:1][C:2]1[C:10]2[C:5](=[CH:6][CH:7]=[CH:8][C:9]=2[F:11])[C:4]([C:19]2[CH:20]=[C:21]([CH3:29])[C:22]([O:27][CH3:28])=[C:23]([CH:26]=2)[C:24]#[N:25])([C:12]2[CH:17]=[CH:16][CH:15]=[C:14]([C:34]3[CH:35]=[N:30][CH:31]=[N:32][CH:33]=3)[CH:13]=2)[N:3]=1. The yield is 0.630. (2) The reactants are F[C:2]1[CH:9]=[CH:8][C:5]([C:6]#[N:7])=[CH:4][CH:3]=1.[NH:10]1[CH2:15][CH2:14][O:13][CH2:12][CH2:11]1.O. The product is [N:10]1([C:2]2[CH:9]=[CH:8][C:5]([C:6]#[N:7])=[CH:4][CH:3]=2)[CH2:15][CH2:14][O:13][CH2:12][CH2:11]1. The catalyst is CS(C)=O. The yield is 0.800. (3) The reactants are [CH2:1]([C:3]([C:16]1[CH:29]=[CH:28][C:19]([O:20][CH2:21][C:22](=[O:27])[C:23]([CH3:26])([CH3:25])[CH3:24])=[C:18]([CH3:30])[CH:17]=1)([C:6]1[S:10][C:9]2[CH:11]=[CH:12][C:13]([OH:15])=[CH:14][C:8]=2[CH:7]=1)[CH2:4][CH3:5])[CH3:2].N1C(C)=CC=CC=1C.[F:39][C:40]([F:53])([F:52])[S:41](O[S:41]([C:40]([F:53])([F:52])[F:39])(=[O:43])=[O:42])(=[O:43])=[O:42]. The catalyst is C(Cl)Cl. The product is [CH3:26][C:23]([CH3:25])([CH3:24])[C:22](=[O:27])[CH2:21][O:20][C:19]1[CH:28]=[CH:29][C:16]([C:3]([C:6]2[S:10][C:9]3[CH:11]=[CH:12][C:13]([O:15][S:41]([C:40]([F:53])([F:52])[F:39])(=[O:43])=[O:42])=[CH:14][C:8]=3[CH:7]=2)([CH2:4][CH3:5])[CH2:1][CH3:2])=[CH:17][C:18]=1[CH3:30]. The yield is 0.990. (4) The reactants are [F:1][C:2]1[CH:7]=[CH:6][C:5]([N:8]2[CH2:17][CH2:16][C:15]3[C:10](=[CH:11][CH:12]=[C:13]([O:18]CC4C=CC=CC=4)[CH:14]=3)[CH:9]2[CH2:26][C:27]2[CH:32]=[CH:31][C:30]([O:33][CH2:34][CH2:35][CH:36]3[CH2:41][CH2:40][CH2:39][CH2:38][N:37]3[CH3:42])=[CH:29][CH:28]=2)=[CH:4][CH:3]=1. The catalyst is C(Cl)Cl.CO. The product is [F:1][C:2]1[CH:7]=[CH:6][C:5]([N:8]2[CH2:17][CH2:16][C:15]3[C:10](=[CH:11][CH:12]=[C:13]([OH:18])[CH:14]=3)[CH:9]2[CH2:26][C:27]2[CH:32]=[CH:31][C:30]([O:33][CH2:34][CH2:35][CH:36]3[CH2:41][CH2:40][CH2:39][CH2:38][N:37]3[CH3:42])=[CH:29][CH:28]=2)=[CH:4][CH:3]=1. The yield is 0.140. (5) The reactants are [Br:1][C:2]1[C:10]2[C:5](=[CH:6][CH:7]=[CH:8][CH:9]=2)[NH:4][C:3]=1[C:11]([O:13]CC)=[O:12].[OH-].[Li+]. The catalyst is C1COCC1.CO.O. The product is [Br:1][C:2]1[C:10]2[C:5](=[CH:6][CH:7]=[CH:8][CH:9]=2)[NH:4][C:3]=1[C:11]([OH:13])=[O:12]. The yield is 0.670. (6) The reactants are [NH2:1][C:2]1[C:7](I)=[CH:6][C:5]([Br:9])=[CH:4][N:3]=1.C(N(CC)CC)C.[CH3:17][C:18]([CH3:22])([OH:21])[C:19]#[CH:20]. The catalyst is ClCCl.[Cu]I. The product is [NH2:1][C:2]1[C:7]([C:20]#[C:19][C:18]([CH3:22])([OH:21])[CH3:17])=[CH:6][C:5]([Br:9])=[CH:4][N:3]=1. The yield is 0.820. (7) The reactants are CC1(C)C(C)(C)OB([C:9]2[CH:14]=[CH:13][N:12]=[C:11]([NH:15][C:16](=[O:19])[CH2:17][CH3:18])[CH:10]=2)O1.[CH:21]([N:25]1[CH:29]=[C:28](I)[C:27]([C:31]2[S:32][CH:33]=[C:34]([Cl:36])[CH:35]=2)=[N:26]1)([CH2:23][CH3:24])[CH3:22].C(=O)([O-])[O-].[Na+].[Na+]. The product is [CH:21]([N:25]1[CH:29]=[C:28]([C:9]2[CH:14]=[CH:13][N:12]=[C:11]([NH:15][C:16](=[O:19])[CH2:17][CH3:18])[CH:10]=2)[C:27]([C:31]2[S:32][CH:33]=[C:34]([Cl:36])[CH:35]=2)=[N:26]1)([CH2:23][CH3:24])[CH3:22]. The yield is 0.990. The catalyst is O1CCOCC1. (8) The reactants are [F:1][C:2]1[CH:7]=[CH:6][CH:5]=[CH:4][C:3]=1[C:8]1[NH:12][CH:11]=[C:10]([CH:13]=[O:14])[CH:9]=1.[H-].[Na+].C1OCCOCCOCCOCCOC1.[Cl:32][C:33]1[N:38]=[CH:37][C:36]([S:39](Cl)(=[O:41])=[O:40])=[CH:35][CH:34]=1. The catalyst is O1CCCC1.O. The product is [Cl:32][C:33]1[N:38]=[CH:37][C:36]([S:39]([N:12]2[C:8]([C:3]3[CH:4]=[CH:5][CH:6]=[CH:7][C:2]=3[F:1])=[CH:9][C:10]([CH:13]=[O:14])=[CH:11]2)(=[O:41])=[O:40])=[CH:35][CH:34]=1. The yield is 0.660.